This data is from TCR-epitope binding with 47,182 pairs between 192 epitopes and 23,139 TCRs. The task is: Binary Classification. Given a T-cell receptor sequence (or CDR3 region) and an epitope sequence, predict whether binding occurs between them. (1) The epitope is QECVRGTTVL. The TCR CDR3 sequence is CASSPEGGRAQETQYF. Result: 1 (the TCR binds to the epitope). (2) The epitope is ELAGIGILTV. The TCR CDR3 sequence is CSVGTREGGEQYF. Result: 0 (the TCR does not bind to the epitope). (3) The TCR CDR3 sequence is CASSLGGQGSFNQPQHF. Result: 1 (the TCR binds to the epitope). The epitope is MPASWVMRI. (4) Result: 1 (the TCR binds to the epitope). The epitope is TPINLVRDL. The TCR CDR3 sequence is CASSQGERYGTEQYF.